Dataset: Peptide-MHC class II binding affinity with 134,281 pairs from IEDB. Task: Regression. Given a peptide amino acid sequence and an MHC pseudo amino acid sequence, predict their binding affinity value. This is MHC class II binding data. The peptide sequence is DPWFAHRTPMPKIQNVSSSD. The MHC is DRB1_0404 with pseudo-sequence DRB1_0404. The binding affinity (normalized) is 0.